Dataset: CYP2D6 inhibition data for predicting drug metabolism from PubChem BioAssay. Task: Regression/Classification. Given a drug SMILES string, predict its absorption, distribution, metabolism, or excretion properties. Task type varies by dataset: regression for continuous measurements (e.g., permeability, clearance, half-life) or binary classification for categorical outcomes (e.g., BBB penetration, CYP inhibition). Dataset: cyp2d6_veith. (1) The drug is F[B-](F)(F)F.OCC[NH+]=c1cc(-c2ccccc2)oc2ccc(Cl)cc12. The result is 1 (inhibitor). (2) The molecule is Cc1nc(-c2cccnc2)sc1C(=O)Nc1ccc(F)cc1F. The result is 0 (non-inhibitor). (3) The drug is O=C(O)c1ccc(C(=O)O)c(C(=O)O)c1.[NH-][C@H]1CCCC[C@H]1[NH-].[Pt]. The result is 0 (non-inhibitor). (4) The molecule is CCOC(=O)CSCC(NC(=O)OC(C)(C)C)C(=O)OCC. The result is 0 (non-inhibitor).